The task is: Regression. Given two drug SMILES strings and cell line genomic features, predict the synergy score measuring deviation from expected non-interaction effect.. This data is from NCI-60 drug combinations with 297,098 pairs across 59 cell lines. (1) Drug 1: C1=CC(=C2C(=C1NCCNCCO)C(=O)C3=C(C=CC(=C3C2=O)O)O)NCCNCCO. Drug 2: C(CCl)NC(=O)N(CCCl)N=O. Cell line: SNB-75. Synergy scores: CSS=46.6, Synergy_ZIP=-1.66, Synergy_Bliss=-0.900, Synergy_Loewe=-55.5, Synergy_HSA=-1.79. (2) Drug 1: CCC1=C2CN3C(=CC4=C(C3=O)COC(=O)C4(CC)O)C2=NC5=C1C=C(C=C5)O. Drug 2: CC1=C(N=C(N=C1N)C(CC(=O)N)NCC(C(=O)N)N)C(=O)NC(C(C2=CN=CN2)OC3C(C(C(C(O3)CO)O)O)OC4C(C(C(C(O4)CO)O)OC(=O)N)O)C(=O)NC(C)C(C(C)C(=O)NC(C(C)O)C(=O)NCCC5=NC(=CS5)C6=NC(=CS6)C(=O)NCCC[S+](C)C)O. Cell line: OVCAR-4. Synergy scores: CSS=7.79, Synergy_ZIP=-4.58, Synergy_Bliss=-2.73, Synergy_Loewe=-0.106, Synergy_HSA=0.0945. (3) Drug 1: C1CC(=O)NC(=O)C1N2CC3=C(C2=O)C=CC=C3N. Drug 2: C1=NNC2=C1C(=O)NC=N2. Cell line: MDA-MB-231. Synergy scores: CSS=-0.686, Synergy_ZIP=1.08, Synergy_Bliss=3.34, Synergy_Loewe=-1.47, Synergy_HSA=-0.358. (4) Drug 1: CC(C1=C(C=CC(=C1Cl)F)Cl)OC2=C(N=CC(=C2)C3=CN(N=C3)C4CCNCC4)N. Cell line: OVCAR-5. Synergy scores: CSS=29.0, Synergy_ZIP=-6.21, Synergy_Bliss=1.44, Synergy_Loewe=-0.578, Synergy_HSA=1.28. Drug 2: CC1OCC2C(O1)C(C(C(O2)OC3C4COC(=O)C4C(C5=CC6=C(C=C35)OCO6)C7=CC(=C(C(=C7)OC)O)OC)O)O. (5) Drug 1: CC=C1C(=O)NC(C(=O)OC2CC(=O)NC(C(=O)NC(CSSCCC=C2)C(=O)N1)C(C)C)C(C)C. Drug 2: C1CN(P(=O)(OC1)NCCCl)CCCl. Cell line: UACC62. Synergy scores: CSS=71.0, Synergy_ZIP=-2.79, Synergy_Bliss=-7.24, Synergy_Loewe=-57.4, Synergy_HSA=-6.60. (6) Drug 1: C1C(C(OC1N2C=C(C(=O)NC2=O)F)CO)O. Drug 2: C#CCC(CC1=CN=C2C(=N1)C(=NC(=N2)N)N)C3=CC=C(C=C3)C(=O)NC(CCC(=O)O)C(=O)O. Cell line: U251. Synergy scores: CSS=55.3, Synergy_ZIP=8.38, Synergy_Bliss=2.34, Synergy_Loewe=4.81, Synergy_HSA=8.73.